Dataset: Full USPTO retrosynthesis dataset with 1.9M reactions from patents (1976-2016). Task: Predict the reactants needed to synthesize the given product. (1) Given the product [Cl:1][C:2]1[CH:7]=[C:6]([Cl:8])[CH:5]=[CH:4][C:3]=1[C:9]1[N:14]2[CH:15]=[C:16]([C:18]3[O:19][CH:40]=[N:39][CH:38]=3)[N:17]=[C:13]2[N:12]=[C:11]([CH3:20])[C:10]=1[C:21]([O:23][C:24]([CH3:27])([CH3:26])[CH3:25])=[O:22], predict the reactants needed to synthesize it. The reactants are: [Cl:1][C:2]1[CH:7]=[C:6]([Cl:8])[CH:5]=[CH:4][C:3]=1[C:9]1[N:14]2[CH:15]=[C:16]([CH:18]=[O:19])[N:17]=[C:13]2[N:12]=[C:11]([CH3:20])[C:10]=1[C:21]([O:23][C:24]([CH3:27])([CH3:26])[CH3:25])=[O:22].S([CH2:38][N+:39]#[C-:40])(C1C=CC(C)=CC=1)(=O)=O.C([O-])([O-])=O.[K+].[K+]. (2) The reactants are: [NH2:1][C:2]1[C:7]2[N:8]([CH2:21][CH2:22][CH2:23][NH:24][C:25](=[O:31])[O:26][C:27]([CH3:30])([CH3:29])[CH3:28])[C:9]([CH:11]([C:13]3[CH:18]=[CH:17][C:16]([Cl:19])=[CH:15][C:14]=3[Cl:20])[OH:12])=[N:10][C:6]=2[CH:5]=[CH:4][CH:3]=1.[CH:32](=O)[CH3:33].[C:35](O[BH-](OC(=O)C)OC(=O)C)(=O)[CH3:36].[Na+]. Given the product [Cl:20][C:14]1[CH:15]=[C:16]([Cl:19])[CH:17]=[CH:18][C:13]=1[CH:11]([OH:12])[C:9]1[N:8]([CH2:21][CH2:22][CH2:23][NH:24][C:25](=[O:31])[O:26][C:27]([CH3:28])([CH3:30])[CH3:29])[C:7]2[C:2]([N:1]([CH2:32][CH3:33])[CH2:35][CH3:36])=[CH:3][CH:4]=[CH:5][C:6]=2[N:10]=1, predict the reactants needed to synthesize it. (3) Given the product [Cl:1][C:2]1[CH:7]=[CH:6][C:5]([C:8]([F:10])([F:11])[F:9])=[CH:4][C:3]=1[N:12]([CH2:13][C:14]([N:16]1[CH2:35][CH2:34][C:19]2[C:18](=[CH:23][CH:22]=[N:21][CH:20]=2)[CH2:17]1)=[O:15])[S:24]([C:27]1[CH:28]=[CH:29][CH:30]=[CH:31][CH:32]=1)(=[O:26])=[O:25], predict the reactants needed to synthesize it. The reactants are: [Cl:1][C:2]1[CH:7]=[CH:6][C:5]([C:8]([F:11])([F:10])[F:9])=[CH:4][C:3]=1[N:12]([S:24]([C:27]1[CH:32]=[CH:31][C:30](C)=[CH:29][CH:28]=1)(=[O:26])=[O:25])[CH2:13][C:14]([NH:16][CH2:17][C:18]1[CH:23]=[CH:22][N:21]=[CH:20][CH:19]=1)=[O:15].[C:34]1(S(Cl)(=O)=O)C=CC=C[CH:35]=1.CC1C=CC(S(Cl)(=O)=O)=CC=1.C1C2C(=CN=CC=2)CCN1.NCC1C=CN=CC=1. (4) Given the product [N:18]1[CH:19]=[CH:20][CH:21]=[CH:22][C:17]=1[CH:15]([C:14]1[CH:13]=[CH:12][CH:11]=[C:10]([C:23]2[CH:24]=[CH:25][CH:26]=[CH:27][CH:28]=2)[C:9]=1[OH:8])[CH3:16], predict the reactants needed to synthesize it. The reactants are: C([O:8][C:9]1[C:14]([C:15]([C:17]2[CH:22]=[CH:21][CH:20]=[CH:19][N:18]=2)=[CH2:16])=[CH:13][CH:12]=[CH:11][C:10]=1[C:23]1[CH:28]=[CH:27][CH:26]=[CH:25][CH:24]=1)C1C=CC=CC=1. (5) Given the product [C:28]1([C:15]2([C:22]3[CH:27]=[CH:26][CH:25]=[CH:24][CH:23]=3)[C:14]3[C:9]4=[C:10]([C:6]5[CH:5]=[CH:4][CH:3]=[CH:2][C:7]=5[N:8]4[C:21]4[CH:20]=[CH:19][CH:18]=[CH:17][C:16]2=4)[CH:11]=[C:12]([B:39]([OH:44])[OH:40])[CH:13]=3)[CH:29]=[CH:30][CH:31]=[CH:32][CH:33]=1, predict the reactants needed to synthesize it. The reactants are: Br[C:2]1[C:7]2[N:8]3[C:21]4[CH:20]=[CH:19][CH:18]=[CH:17][C:16]=4[C:15]([C:28]4[CH:33]=[CH:32][CH:31]=[CH:30][CH:29]=4)([C:22]4[CH:27]=[CH:26][CH:25]=[CH:24][CH:23]=4)[C:14]4[C:9]3=[C:10]([CH:11]=[CH:12][CH:13]=4)[C:6]=2[CH:5]=[CH:4][CH:3]=1.C([Li])CCC.[B:39]([O:44]C)(OC)[O:40]C. (6) The reactants are: C[N:2](/[CH:4]=[C:5]1/[CH:6]([C:13]2[CH:20]=[CH:19][C:16]([C:17]#[N:18])=[CH:15][CH:14]=2)[CH2:7][C:8]([CH3:12])([CH3:11])[C:9]/1=O)C.[ClH:21].[NH2:22]N. Given the product [ClH:21].[CH3:11][C:8]1([CH3:12])[C:9]2[NH:22][N:2]=[CH:4][C:5]=2[CH:6]([C:13]2[CH:20]=[CH:19][C:16]([C:17]#[N:18])=[CH:15][CH:14]=2)[CH2:7]1, predict the reactants needed to synthesize it. (7) The reactants are: [C:1]([OH:9])(=[O:8])[C:2]1[CH:7]=[CH:6][CH:5]=[N:4][CH:3]=1.C(=O)([O-])[O-].[Cs+].[Cs+].[I-].[Cs+].[NH2:18][C:19](=[O:62])[C:20]([CH3:61])([CH3:60])[CH2:21][NH:22][C:23]([C@H:25]([CH:57]([CH3:59])[CH3:58])[CH2:26][C@@H:27]1[O:31][CH2:30][N:29]([C:32]([O:34][CH2:35]Cl)=[O:33])[C@H:28]1[CH2:37][C@H:38]([CH2:42][C:43]1[CH:48]=[CH:47][C:46]([O:49][CH3:50])=[C:45]([O:51][CH2:52][CH2:53][CH2:54][O:55][CH3:56])[CH:44]=1)[CH:39]([CH3:41])[CH3:40])=[O:24]. Given the product [NH2:18][C:19](=[O:62])[C:20]([CH3:60])([CH3:61])[CH2:21][NH:22][C:23]([C@H:25]([CH:57]([CH3:58])[CH3:59])[CH2:26][C@@H:27]1[O:31][CH2:30][N:29]([C:32]([O:34][CH2:35][O:8][C:1](=[O:9])[C:2]2[CH:7]=[CH:6][CH:5]=[N:4][CH:3]=2)=[O:33])[C@H:28]1[CH2:37][C@H:38]([CH2:42][C:43]1[CH:48]=[CH:47][C:46]([O:49][CH3:50])=[C:45]([O:51][CH2:52][CH2:53][CH2:54][O:55][CH3:56])[CH:44]=1)[CH:39]([CH3:40])[CH3:41])=[O:24], predict the reactants needed to synthesize it. (8) Given the product [Cl:17][C:18]1[CH:19]=[C:20]([C@@H:24]2[C:25]3([CH2:26][CH2:27][CH:28]([F:31])[CH2:29][CH2:30]3)[O:33]2)[CH:21]=[CH:22][CH:23]=1, predict the reactants needed to synthesize it. The reactants are: C(N(CC)CC)C.CS(OS(C)(=O)=O)(=O)=O.[Cl:17][C:18]1[CH:19]=[C:20]([C@H:24]([OH:33])[C:25]2(O)[CH2:30][CH2:29][CH:28]([F:31])[CH2:27][CH2:26]2)[CH:21]=[CH:22][CH:23]=1.C(=O)([O-])[O-].[K+].[K+].